Dataset: Catalyst prediction with 721,799 reactions and 888 catalyst types from USPTO. Task: Predict which catalyst facilitates the given reaction. (1) Reactant: [CH2:1]([O:8][C:9]1[CH:10]=[C:11]([CH:20]([OH:42])[CH2:21][NH:22][C:23]([CH3:41])([CH3:40])[CH2:24][C:25]2[CH:39]=[CH:38][C:28]([O:29][CH2:30][CH2:31][CH2:32][C:33]([O:35]CC)=[O:34])=[CH:27][CH:26]=2)[C:12]2[O:17][CH2:16][C:15](=[O:18])[NH:14][C:13]=2[CH:19]=1)[C:2]1[CH:7]=[CH:6][CH:5]=[CH:4][CH:3]=1.[OH-].[Na+].Cl. Product: [CH2:1]([O:8][C:9]1[CH:10]=[C:11]([CH:20]([OH:42])[CH2:21][NH:22][C:23]([CH3:40])([CH3:41])[CH2:24][C:25]2[CH:26]=[CH:27][C:28]([O:29][CH2:30][CH2:31][CH2:32][C:33]([OH:35])=[O:34])=[CH:38][CH:39]=2)[C:12]2[O:17][CH2:16][C:15](=[O:18])[NH:14][C:13]=2[CH:19]=1)[C:2]1[CH:3]=[CH:4][CH:5]=[CH:6][CH:7]=1. The catalyst class is: 5. (2) Reactant: FC(F)(F)C([N:5]1[CH:10]2[CH2:11][CH2:12][CH:6]1[CH2:7][C:8](=[C:13]1[C:26]3[CH:25]=[CH:24][CH:23]=[C:22]([NH:27][CH:28]=[O:29])[C:21]=3[O:20][C:19]3[C:14]1=[CH:15][CH:16]=[CH:17][CH:18]=3)[CH2:9]2)=O.C([O-])([O-])=O.[K+].[K+]. Product: [CH:10]12[NH:5][CH:6]([CH2:12][CH2:11]1)[CH2:7][C:8](=[C:13]1[C:26]3[CH:25]=[CH:24][CH:23]=[C:22]([NH:27][CH:28]=[O:29])[C:21]=3[O:20][C:19]3[C:14]1=[CH:15][CH:16]=[CH:17][CH:18]=3)[CH2:9]2. The catalyst class is: 5. (3) Reactant: [NH2:1][C:2]1[CH:7]=[CH:6][N:5]=[N:4][CH:3]=1.CC#N.N1C=CC=CC=1.[C:17]1([O:23][C:24](Cl)=[O:25])[CH:22]=[CH:21][CH:20]=[CH:19][CH:18]=1. Product: [N:5]1[CH:6]=[CH:7][C:2]([NH:1][C:24](=[O:25])[O:23][C:17]2[CH:22]=[CH:21][CH:20]=[CH:19][CH:18]=2)=[CH:3][N:4]=1. The catalyst class is: 1. (4) Reactant: [CH3:1][C@H:2]1[C:17]2[CH:18]=[CH:19][CH:20]=[C:21]([OH:22])[C:16]=2[C:15]([OH:23])=[C:14]2[C@@H:3]1[C@H:4]([OH:32])[C@@H:5]1[C@:11]([OH:24])([C:12]2=[O:13])[C:10]([OH:25])=[C:9]([C:26]([NH2:28])=[O:27])[C:7](=[O:8])[C@H:6]1[N:29]([CH3:31])[CH3:30].O.O.OC1O[C@H](CO)[C@@H](O[C@@H]2O[C@H](CO)[C@H](O)[C@H](O)[C@H]2O)[C@H](O)[C@H]1O.C(O)[C@H]([C@H]([C@@H]([C@@H](CO)O)O)O)O.[Cl-].[Na+]. Product: [CH3:1][C@@H:2]1[C@@H:3]2[C:14](=[C:12]([OH:13])[C@:11]3([OH:24])[C:10](=[O:25])[C:9]([C:26]([NH2:28])=[O:27])=[C:7]([OH:8])[C@@H:6]([N:29]([CH3:30])[CH3:31])[C@@H:5]3[C@H:4]2[OH:32])[C:15](=[O:23])[C:16]2[C:21]([OH:22])=[CH:20][CH:19]=[CH:18][C:17]1=2. The catalyst class is: 657. (5) Product: [Br:32][CH2:33][CH2:34][CH2:35][CH2:36][CH2:37][CH2:38][CH2:39][CH2:40][CH2:41][CH2:42][CH2:43][O:1][C:2]1[CH:3]=[CH:4][C:5]([C:8]2[CH:13]=[CH:12][C:11]([O:14][C:15](=[O:31])[C:16]3[CH:21]=[CH:20][C:19]([O:22][CH2:23][CH2:24][CH2:25][CH2:26][CH2:27][CH2:28][CH2:29][CH3:30])=[CH:18][CH:17]=3)=[CH:10][CH:9]=2)=[CH:6][CH:7]=1. The catalyst class is: 131. Reactant: [OH:1][C:2]1[CH:7]=[CH:6][C:5]([C:8]2[CH:13]=[CH:12][C:11]([O:14][C:15](=[O:31])[C:16]3[CH:21]=[CH:20][C:19]([O:22][CH2:23][CH2:24][CH2:25][CH2:26][CH2:27][CH2:28][CH2:29][CH3:30])=[CH:18][CH:17]=3)=[CH:10][CH:9]=2)=[CH:4][CH:3]=1.[Br:32][CH2:33][CH2:34][CH2:35][CH2:36][CH2:37][CH2:38][CH2:39][CH2:40][CH2:41][CH2:42][CH2:43]Br.C([O-])([O-])=O.[K+].[K+].